Dataset: Full USPTO retrosynthesis dataset with 1.9M reactions from patents (1976-2016). Task: Predict the reactants needed to synthesize the given product. (1) The reactants are: [C:1]([OH:11])(=[O:10])[C@@H:2]([C:4]1[CH:9]=[CH:8][CH:7]=[CH:6][CH:5]=1)[OH:3].O1[B:17]([C@@H:18]([NH:23][C:24](=[O:37])[CH2:25][NH:26][C:27](=[O:36])[C:28]2[CH:33]=[C:32]([Cl:34])[CH:31]=[CH:30][C:29]=2[Cl:35])[CH2:19][CH:20]([CH3:22])[CH3:21])O[B:17]([C@@H:18]([NH:23][C:24](=[O:37])[CH2:25][NH:26][C:27](=[O:36])[C:28]2[CH:33]=[C:32]([Cl:34])[CH:31]=[CH:30][C:29]=2[Cl:35])[CH2:19][CH:20]([CH3:22])[CH3:21])O[B:17]1[C@@H:18]([NH:23][C:24](=[O:37])[CH2:25][NH:26][C:27](=[O:36])[C:28]1[CH:33]=[C:32]([Cl:34])[CH:31]=[CH:30][C:29]=1[Cl:35])[CH2:19][CH:20]([CH3:22])[CH3:21]. Given the product [Cl:35][C:29]1[CH:30]=[CH:31][C:32]([Cl:34])=[CH:33][C:28]=1[C:27]([NH:26][CH2:25][C:24]([NH:23][C@H:18]([B:17]1[O:10][C:1](=[O:11])[C@@H:2]([C:4]2[CH:9]=[CH:8][CH:7]=[CH:6][CH:5]=2)[O:3]1)[CH2:19][CH:20]([CH3:22])[CH3:21])=[O:37])=[O:36], predict the reactants needed to synthesize it. (2) Given the product [CH3:1][C:2]1[CH:7]=[CH:6][C:5]([CH3:8])=[CH:4][C:3]=1[NH:9][C:10]1[N:15]2[N:16]=[CH:17][C:18]([C:19]([O:21][CH2:22][CH3:23])=[O:20])=[C:14]2[N:13]=[CH:12][C:11]=1[C:24]([N:38]1[CH2:39][CH2:40][C:35]2([C:32]3[CH:33]=[CH:34][C:29]([F:28])=[CH:30][C:31]=3[O:42][CH2:41]2)[CH2:36][CH2:37]1)=[O:26], predict the reactants needed to synthesize it. The reactants are: [CH3:1][C:2]1[CH:7]=[CH:6][C:5]([CH3:8])=[CH:4][C:3]=1[NH:9][C:10]1[N:15]2[N:16]=[CH:17][C:18]([C:19]([O:21][CH2:22][CH3:23])=[O:20])=[C:14]2[N:13]=[CH:12][C:11]=1[C:24]([OH:26])=O.Cl.[F:28][C:29]1[CH:34]=[CH:33][C:32]2[C:35]3([CH2:41][O:42][C:31]=2[CH:30]=1)[CH2:40][CH2:39][NH:38][CH2:37][CH2:36]3. (3) The reactants are: [CH3:1][O:2][C:3](=[O:39])[CH2:4][C@H:5]1[C:9]2[CH:10]=[CH:11][C:12]([O:14][CH2:15][C:16]3[CH:17]=[C:18]([C:22]4[C:27]([CH3:28])=[CH:26][C:25]([O:29][Si](C(C)(C)C)(C)C)=[C:24]([Cl:37])[C:23]=4[CH3:38])[CH:19]=[CH:20][CH:21]=3)=[CH:13][C:8]=2[O:7][CH2:6]1.O1CCCC1.[F-].C([N+](CCCC)(CCCC)CCCC)CCC. Given the product [CH3:1][O:2][C:3](=[O:39])[CH2:4][C@H:5]1[C:9]2[CH:10]=[CH:11][C:12]([O:14][CH2:15][C:16]3[CH:17]=[C:18]([C:22]4[C:27]([CH3:28])=[CH:26][C:25]([OH:29])=[C:24]([Cl:37])[C:23]=4[CH3:38])[CH:19]=[CH:20][CH:21]=3)=[CH:13][C:8]=2[O:7][CH2:6]1, predict the reactants needed to synthesize it. (4) Given the product [N+:1]([C:4]1[CH:11]=[CH:10][C:7](/[CH:8]=[CH:31]/[C:32]2[CH:37]=[CH:36][C:35]([N+:38]([O-:40])=[O:39])=[CH:34][CH:33]=2)=[CH:6][CH:5]=1)([O-:3])=[O:2].[CH3:12][N:13]([CH3:22])[C:14]1[CH:21]=[CH:20][C:17](/[CH:18]=[CH:8]/[C:7]2[CH:10]=[CH:11][C:4]([N+:1]([O-:3])=[O:2])=[CH:5][CH:6]=2)=[CH:16][CH:15]=1, predict the reactants needed to synthesize it. The reactants are: [N+:1]([C:4]1[CH:11]=[CH:10][C:7]([CH:8]=O)=[CH:6][CH:5]=1)([O-:3])=[O:2].[CH3:12][N:13]([CH3:22])[C:14]1[CH:21]=[CH:20][C:17]([CH:18]=O)=[CH:16][CH:15]=1.C(OP([CH2:31][C:32]1[CH:37]=[CH:36][C:35]([N+:38]([O-:40])=[O:39])=[CH:34][CH:33]=1)(=O)OCC)C. (5) Given the product [Cl:16][C:10]1[CH:11]=[C:12]([N+:13]([O-:15])=[O:14])[C:7]([C:25]2[CH:30]=[CH:29][CH:28]=[CH:27][CH:26]=2)=[C:8]([C:17]2[CH2:22][CH2:21][CH2:20][CH2:19][CH:18]=2)[CH:9]=1, predict the reactants needed to synthesize it. The reactants are: FC(F)(F)S(O[C:7]1[C:12]([N+:13]([O-:15])=[O:14])=[CH:11][C:10]([Cl:16])=[CH:9][C:8]=1[C:17]1[CH2:22][CH2:21][CH2:20][CH2:19][CH:18]=1)(=O)=O.[C:25]1(B(O)O)[CH:30]=[CH:29][CH:28]=[CH:27][CH:26]=1. (6) Given the product [CH2:1]([O:8][C:9]([NH:11][CH:12]1[CH2:14][C:13]1([OH:20])[C:15]([O:17][CH2:18][CH3:19])=[O:16])=[O:10])[C:2]1[CH:3]=[CH:4][CH:5]=[CH:6][CH:7]=1, predict the reactants needed to synthesize it. The reactants are: [CH2:1]([O:8][C:9]([NH:11][CH:12]1[CH2:14][C:13]1([O:20][Si](C(C)(C)C)(C)C)[C:15]([O:17][CH2:18][CH3:19])=[O:16])=[O:10])[C:2]1[CH:7]=[CH:6][CH:5]=[CH:4][CH:3]=1.N1C=CC=CC=1.